This data is from Full USPTO retrosynthesis dataset with 1.9M reactions from patents (1976-2016). The task is: Predict the reactants needed to synthesize the given product. (1) Given the product [N:17]1[CH:22]=[CH:21][CH:20]=[C:19]([CH2:23][NH:24][C:25]([C:27]2[S:28][C:29]([C:32]([NH:34][N:35]=[C:14]([C:11]3[C:12]([OH:13])=[C:8]([C:5]4[CH:6]=[CH:7][C:2]([Br:1])=[CH:3][CH:4]=4)[S:9][CH:10]=3)[CH3:16])=[O:33])=[CH:30][CH:31]=2)=[O:26])[CH:18]=1, predict the reactants needed to synthesize it. The reactants are: [Br:1][C:2]1[CH:7]=[CH:6][C:5]([C:8]2[S:9][CH:10]=[C:11]([C:14]([CH3:16])=O)[C:12]=2[OH:13])=[CH:4][CH:3]=1.[N:17]1[CH:22]=[CH:21][CH:20]=[C:19]([CH2:23][NH:24][C:25]([C:27]2[S:28][C:29]([C:32]([NH:34][NH2:35])=[O:33])=[CH:30][CH:31]=2)=[O:26])[CH:18]=1. (2) Given the product [F:27][CH:2]([F:1])[O:3][C:4]1[CH:9]=[CH:8][C:7]([C:10]2[O:11][CH:12]=[C:13]([CH2:15][NH:16][C:17](=[O:25])[C:18]3[C:23]([CH3:24])=[CH:22][CH:21]=[CH:20][N:19]=3)[N:14]=2)=[CH:6][C:5]=1[O:26][CH2:28][CH:29]([CH3:31])[CH3:30], predict the reactants needed to synthesize it. The reactants are: [F:1][CH:2]([F:27])[O:3][C:4]1[CH:9]=[CH:8][C:7]([C:10]2[O:11][CH:12]=[C:13]([CH2:15][NH:16][C:17](=[O:25])[C:18]3[C:23]([CH3:24])=[CH:22][CH:21]=[CH:20][N:19]=3)[N:14]=2)=[CH:6][C:5]=1[OH:26].[CH2:28](Br)[CH:29]([CH3:31])[CH3:30]. (3) Given the product [Cl:35][CH2:36][C:37]([NH:1][C:2]1[C:3]([O:24][CH2:25][O:26][CH3:27])=[CH:4][C:5]2[O:10][C:9]([CH3:12])([CH3:11])[C@@H:8]([OH:13])[C@H:7]([NH:14][CH2:15][CH2:16][C:17]3[CH:18]=[CH:19][CH:20]=[CH:21][CH:22]=3)[C:6]=2[CH:23]=1)=[O:38], predict the reactants needed to synthesize it. The reactants are: [NH2:1][C:2]1[C:3]([O:24][CH2:25][O:26][CH3:27])=[CH:4][C:5]2[O:10][C:9]([CH3:12])([CH3:11])[C@@H:8]([OH:13])[C@H:7]([NH:14][CH2:15][CH2:16][C:17]3[CH:22]=[CH:21][CH:20]=[CH:19][CH:18]=3)[C:6]=2[CH:23]=1.Cl.O1CCOCC1.[Cl:35][CH2:36][C:37](Cl)=[O:38].C(=O)([O-])O.[Na+].